Dataset: Forward reaction prediction with 1.9M reactions from USPTO patents (1976-2016). Task: Predict the product of the given reaction. (1) Given the reactants N12CCCN=[C:7]1[CH2:6][CH2:5][CH2:4][CH2:3][CH2:2]2.[C:12]12([C:22](=[O:25])[CH:23]=[CH2:24])[CH2:21][CH:16]3[CH2:17][CH:18]([CH2:20][CH:14]([CH2:15]3)[CH2:13]1)[CH2:19]2.[Cl-].[O:27]=C(C)C[N+]1C=CC=CC=1, predict the reaction product. The product is: [C:12]12([C:7]3[CH:6]=[C:5]([OH:27])[CH:4]=[CH:3][CH:2]=3)[CH2:21][CH:16]3[CH2:15][CH:14]([CH2:20][CH:18]([CH2:17]3)[CH2:19]1)[CH2:13]2.[C:12]12([C:22](=[O:25])[CH:23]=[CH2:24])[CH2:19][CH:18]3[CH2:17][CH:16]([CH2:15][CH:14]([CH2:20]3)[CH2:13]1)[CH2:21]2. (2) Given the reactants [CH3:1][O:2][C:3]1[C:4]([NH2:9])=[CH:5][CH:6]=[CH:7][CH:8]=1.[C:10]([C:14]1[CH:19]=[CH:18][C:17]([S:20](Cl)(=[O:22])=[O:21])=[CH:16][CH:15]=1)([CH3:13])([CH3:12])[CH3:11], predict the reaction product. The product is: [C:10]([C:14]1[CH:19]=[CH:18][C:17]([S:20]([NH:9][C:4]2[CH:5]=[CH:6][CH:7]=[CH:8][C:3]=2[O:2][CH3:1])(=[O:22])=[O:21])=[CH:16][CH:15]=1)([CH3:13])([CH3:11])[CH3:12]. (3) Given the reactants C([O:3][C:4](=[O:38])[CH2:5][O:6][C:7]1[CH:12]=[CH:11][C:10]([S:13][C:14]2[CH:19]=[C:18]([C:20]#[C:21][C:22]3[CH:27]=[CH:26][CH:25]=[CH:24][CH:23]=3)[CH:17]=[C:16]([O:28][CH2:29][CH2:30][CH:31]3[CH2:36][CH2:35][CH2:34][CH2:33][CH2:32]3)[CH:15]=2)=[CH:9][C:8]=1[CH3:37])C.C(O)C.[OH-].[Na+].Cl, predict the reaction product. The product is: [CH:31]1([CH2:30][CH2:29][O:28][C:16]2[CH:15]=[C:14]([S:13][C:10]3[CH:11]=[CH:12][C:7]([O:6][CH2:5][C:4]([OH:38])=[O:3])=[C:8]([CH3:37])[CH:9]=3)[CH:19]=[C:18]([C:20]#[C:21][C:22]3[CH:27]=[CH:26][CH:25]=[CH:24][CH:23]=3)[CH:17]=2)[CH2:36][CH2:35][CH2:34][CH2:33][CH2:32]1. (4) Given the reactants [CH:1](/[C:4]1[S:8][C:7]([C:9]2[CH:14]=[CH:13][CH:12]=[C:11]([C:15]([F:18])([F:17])[F:16])[CH:10]=2)=[N:6][C:5]=1[CH2:19][OH:20])=[CH:2]\[CH3:3], predict the reaction product. The product is: [CH2:1]([C:4]1[S:8][C:7]([C:9]2[CH:14]=[CH:13][CH:12]=[C:11]([C:15]([F:16])([F:18])[F:17])[CH:10]=2)=[N:6][C:5]=1[CH2:19][OH:20])[CH2:2][CH3:3]. (5) Given the reactants [F:1][C:2]1[CH:7]=[C:6]([F:8])[CH:5]=[CH:4][C:3]=1[N:9]1[C:13]([C:14]2[N:15]=[C:16]3[C:22]4[CH:23]=[C:24]([C:27](O)=[O:28])[CH:25]=[CH:26][C:21]=4[O:20][CH2:19][CH2:18][N:17]3[CH:30]=2)=[N:12][CH:11]=[N:10]1.[NH2:31][C:32]([CH3:36])([CH3:35])[CH2:33][OH:34], predict the reaction product. The product is: [F:1][C:2]1[CH:7]=[C:6]([F:8])[CH:5]=[CH:4][C:3]=1[N:9]1[C:13]([C:14]2[N:15]=[C:16]3[C:22]4[CH:23]=[C:24]([C:27]([NH:31][C:32]([CH3:36])([CH3:35])[CH2:33][OH:34])=[O:28])[CH:25]=[CH:26][C:21]=4[O:20][CH2:19][CH2:18][N:17]3[CH:30]=2)=[N:12][CH:11]=[N:10]1. (6) Given the reactants [C:1]1([N:7]2[CH2:13][CH2:12][CH2:11][CH2:10][CH2:9][C:8]2=[O:14])[CH:6]=[CH:5][CH:4]=[CH:3][CH:2]=1.[Li+].CC([N-]C(C)C)C.[CH2:23]([O:25]C=O)C.Cl[CH:29]1[CH:33]=[C:32]([CH3:34])[C:31](=[O:35])[O:30]1, predict the reaction product. The product is: [CH3:34][C:32]1[C:31](=[O:35])[O:30][CH:29]([O:25]/[CH:23]=[C:9]2/[C:8](=[O:14])[N:7]([C:1]3[CH:2]=[CH:3][CH:4]=[CH:5][CH:6]=3)[CH2:13][CH2:12][CH2:11][CH2:10]/2)[CH:33]=1. (7) Given the reactants [NH2:1][C:2]1[CH:7]=[CH:6][CH:5]=[CH:4][CH:3]=1.[O-]S(S([O-])=O)=O.[Na+].[Na+].C([O-])(O)=O.[Na+].[F:21][C:22]([F:31])([F:30])[C:23](I)([F:28])[C:24]([F:27])([F:26])[F:25], predict the reaction product. The product is: [F:21][C:22]([F:31])([F:30])[C:23]([C:5]1[CH:6]=[CH:7][C:2]([NH2:1])=[CH:3][CH:4]=1)([F:28])[C:24]([F:27])([F:26])[F:25]. (8) Given the reactants [CH3:1][C:2]1[C:3]([O:14][CH2:15][CH2:16][C@@H:17]2[CH2:19][C@@H:18]2[CH:20]2[CH2:25][CH2:24][N:23]([C:26]#[N:27])[CH2:22][CH2:21]2)=[N:4][CH:5]=[C:6]([N:8]2[CH2:12][CH2:11][NH:10][C:9]2=[O:13])[CH:7]=1.[OH:28][NH:29][C:30](=N)[CH:31]([CH3:33])[CH3:32].CC1C=CC(S(O)(=O)=O)=CC=1, predict the reaction product. The product is: [CH3:1][C:2]1[CH:7]=[C:6]([N:8]2[CH2:12][CH2:11][NH:10][C:9]2=[O:13])[CH:5]=[N:4][C:3]=1[O:14][CH2:15][CH2:16][C@@H:17]1[CH2:19][C@@H:18]1[CH:20]1[CH2:25][CH2:24][N:23]([C:26]2[O:28][N:29]=[C:30]([CH:31]([CH3:33])[CH3:32])[N:27]=2)[CH2:22][CH2:21]1. (9) Given the reactants Br[C:2]1[CH:3]=[N:4][C:5]2[N:6]([N:8]=[CH:9][C:10]=2[C:11]#[N:12])[CH:7]=1.[C:13]1([C:19]#[CH:20])[CH:18]=[CH:17][CH:16]=[CH:15][CH:14]=1, predict the reaction product. The product is: [C:13]1([C:19]#[C:20][C:2]2[CH:3]=[N:4][C:5]3[N:6]([N:8]=[CH:9][C:10]=3[C:11]#[N:12])[CH:7]=2)[CH:18]=[CH:17][CH:16]=[CH:15][CH:14]=1. (10) Given the reactants [BH4-].[Na+].[CH3:3][O:4][C:5](/[C:7](/[C:13](/[C:26]([O:28][CH3:29])=[O:27])=[CH:14]/[C:15](=[O:25])[CH2:16][CH2:17][CH2:18][CH2:19][CH2:20][CH2:21][CH2:22][CH2:23][CH3:24])=[CH:8]\[C:9]([O:11][CH3:12])=[O:10])=[O:6].[NH4+].[Cl-], predict the reaction product. The product is: [CH3:3][O:4][C:5](/[C:7](=[C:13](\[C:26]([O:28][CH3:29])=[O:27])/[CH2:14][CH:15]([OH:25])[CH2:16][CH2:17][CH2:18][CH2:19][CH2:20][CH2:21][CH2:22][CH2:23][CH3:24])/[CH2:8][C:9]([O:11][CH3:12])=[O:10])=[O:6].